Dataset: NCI-60 drug combinations with 297,098 pairs across 59 cell lines. Task: Regression. Given two drug SMILES strings and cell line genomic features, predict the synergy score measuring deviation from expected non-interaction effect. (1) Drug 1: C1CC(C1)(C(=O)O)C(=O)O.[NH2-].[NH2-].[Pt+2]. Drug 2: C1CN1C2=NC(=NC(=N2)N3CC3)N4CC4. Cell line: PC-3. Synergy scores: CSS=17.2, Synergy_ZIP=-6.54, Synergy_Bliss=-5.59, Synergy_Loewe=-11.3, Synergy_HSA=-3.61. (2) Cell line: UACC62. Drug 1: CC(C)(C#N)C1=CC(=CC(=C1)CN2C=NC=N2)C(C)(C)C#N. Synergy scores: CSS=28.5, Synergy_ZIP=0.318, Synergy_Bliss=4.81, Synergy_Loewe=-10.9, Synergy_HSA=-11.2. Drug 2: C1=CC=C(C=C1)NC(=O)CCCCCCC(=O)NO.